This data is from Reaction yield outcomes from USPTO patents with 853,638 reactions. The task is: Predict the reaction yield, written as a fraction of the theoretical maximum amount of product (1.0 means a 100% yield; for example, 0.34 means a 34% yield). The reactants are C[O:2][C:3]1[CH:12]=[C:11]2[C:6]([CH2:7][CH2:8][C:9]([CH3:14])([CH3:13])[O:10]2)=[CH:5][CH:4]=1.B(Br)(Br)Br.C([O-])(O)=O.[Na+]. The product is [CH3:13][C:9]1([CH3:14])[CH2:8][CH2:7][C:6]2[C:11](=[CH:12][C:3]([OH:2])=[CH:4][CH:5]=2)[O:10]1. The yield is 0.420. The catalyst is ClCCl.